This data is from NCI-60 drug combinations with 297,098 pairs across 59 cell lines. The task is: Regression. Given two drug SMILES strings and cell line genomic features, predict the synergy score measuring deviation from expected non-interaction effect. (1) Drug 1: C1CCC(CC1)NC(=O)N(CCCl)N=O. Drug 2: CC1CCC2CC(C(=CC=CC=CC(CC(C(=O)C(C(C(=CC(C(=O)CC(OC(=O)C3CCCCN3C(=O)C(=O)C1(O2)O)C(C)CC4CCC(C(C4)OC)O)C)C)O)OC)C)C)C)OC. Cell line: OVCAR-5. Synergy scores: CSS=9.82, Synergy_ZIP=-9.82, Synergy_Bliss=-8.20, Synergy_Loewe=-9.58, Synergy_HSA=-6.21. (2) Cell line: NCI-H460. Synergy scores: CSS=14.2, Synergy_ZIP=-9.35, Synergy_Bliss=-3.04, Synergy_Loewe=-7.66, Synergy_HSA=-4.26. Drug 2: CC(C)CN1C=NC2=C1C3=CC=CC=C3N=C2N. Drug 1: C1=CC(=CC=C1CC(C(=O)O)N)N(CCCl)CCCl.Cl. (3) Drug 1: CN1CCC(CC1)COC2=C(C=C3C(=C2)N=CN=C3NC4=C(C=C(C=C4)Br)F)OC. Drug 2: C1CCC(CC1)NC(=O)N(CCCl)N=O. Cell line: MALME-3M. Synergy scores: CSS=30.2, Synergy_ZIP=-0.761, Synergy_Bliss=6.63, Synergy_Loewe=4.07, Synergy_HSA=5.18. (4) Drug 1: CNC(=O)C1=CC=CC=C1SC2=CC3=C(C=C2)C(=NN3)C=CC4=CC=CC=N4. Drug 2: CCC1=C2CN3C(=CC4=C(C3=O)COC(=O)C4(CC)O)C2=NC5=C1C=C(C=C5)O. Cell line: A498. Synergy scores: CSS=21.4, Synergy_ZIP=-5.15, Synergy_Bliss=4.59, Synergy_Loewe=-2.69, Synergy_HSA=5.66. (5) Drug 1: C1=NC2=C(N1)C(=S)N=C(N2)N. Drug 2: C1=CN(C=N1)CC(O)(P(=O)(O)O)P(=O)(O)O. Cell line: HL-60(TB). Synergy scores: CSS=46.3, Synergy_ZIP=0.406, Synergy_Bliss=2.67, Synergy_Loewe=-12.1, Synergy_HSA=4.07. (6) Drug 1: CN(CCCl)CCCl.Cl. Drug 2: CC1C(C(CC(O1)OC2CC(CC3=C2C(=C4C(=C3O)C(=O)C5=C(C4=O)C(=CC=C5)OC)O)(C(=O)CO)O)N)O.Cl. Cell line: HCT-15. Synergy scores: CSS=37.8, Synergy_ZIP=-5.63, Synergy_Bliss=-5.51, Synergy_Loewe=-2.06, Synergy_HSA=-0.751. (7) Cell line: SR. Synergy scores: CSS=90.3, Synergy_ZIP=26.7, Synergy_Bliss=25.9, Synergy_Loewe=-13.5, Synergy_HSA=27.1. Drug 2: CC1C(C(=O)NC(C(=O)N2CCCC2C(=O)N(CC(=O)N(C(C(=O)O1)C(C)C)C)C)C(C)C)NC(=O)C3=C4C(=C(C=C3)C)OC5=C(C(=O)C(=C(C5=N4)C(=O)NC6C(OC(=O)C(N(C(=O)CN(C(=O)C7CCCN7C(=O)C(NC6=O)C(C)C)C)C)C(C)C)C)N)C. Drug 1: CC12CCC3C(C1CCC2=O)CC(=C)C4=CC(=O)C=CC34C.